This data is from Reaction yield outcomes from USPTO patents with 853,638 reactions. The task is: Predict the reaction yield, written as a fraction of the theoretical maximum amount of product (1.0 means a 100% yield; for example, 0.34 means a 34% yield). (1) The reactants are [C:1]1([S:7]([N:10]2[C:14]3[CH:15]=[N:16][C:17]([C:30]#[N:31])=[C:18]([O:19][CH:20]4[CH2:25][CH2:24][N:23]([CH2:26][CH:27]([F:29])[F:28])[CH2:22][CH2:21]4)[C:13]=3[C:12]3[CH:32]=[C:33](Br)[CH:34]=[N:35][C:11]2=3)(=[O:9])=[O:8])[CH:6]=[CH:5][CH:4]=[CH:3][CH:2]=1. The catalyst is [Pd].ClCCl. The product is [C:1]1([S:7]([N:10]2[C:14]3[CH:15]=[N:16][C:17]([C:30]#[N:31])=[C:18]([O:19][CH:20]4[CH2:21][CH2:22][N:23]([CH2:26][CH:27]([F:28])[F:29])[CH2:24][CH2:25]4)[C:13]=3[C:12]3[CH:32]=[CH:33][CH:34]=[N:35][C:11]2=3)(=[O:9])=[O:8])[CH:2]=[CH:3][CH:4]=[CH:5][CH:6]=1. The yield is 0.320. (2) The reactants are [C:1](N1C=CN=C1)(N1C=CN=C1)=[S:2].[C:13]([O:17][C:18](=[O:33])[N:19]([CH2:23][CH2:24][O:25][C:26]1[CH:31]=[CH:30][C:29]([NH2:32])=[CH:28][CH:27]=1)[CH:20]([CH3:22])[CH3:21])([CH3:16])([CH3:15])[CH3:14]. The catalyst is CN(C)C=O. The product is [C:13]([O:17][C:18](=[O:33])[N:19]([CH:20]([CH3:21])[CH3:22])[CH2:23][CH2:24][O:25][C:26]1[CH:27]=[CH:28][C:29]([N:32]=[C:1]=[S:2])=[CH:30][CH:31]=1)([CH3:15])([CH3:16])[CH3:14]. The yield is 0.950. (3) The reactants are Cl.C(O[C:5]([C:7]1[CH:8]=[C:9]2[C:13](=[CH:14][CH:15]=1)[NH:12][N:11]=[C:10]2[C:16]1[CH:21]=[CH:20][C:19]([F:22])=[CH:18][CH:17]=1)=[NH:6])C.[C:23]([NH:31][NH2:32])(=O)[C:24]1[CH:29]=[CH:28][N:27]=[CH:26][CH:25]=1. No catalyst specified. The product is [F:22][C:19]1[CH:18]=[CH:17][C:16]([C:10]2[C:9]3[C:13](=[CH:14][CH:15]=[C:7]([C:5]4[NH:6][C:23]([C:24]5[CH:29]=[CH:28][N:27]=[CH:26][CH:25]=5)=[N:31][N:32]=4)[CH:8]=3)[NH:12][N:11]=2)=[CH:21][CH:20]=1. The yield is 0.150. (4) The reactants are Cl[C:2]1[C:3]2[CH:13]=[CH:12][C:11](=[O:14])[N:10]([C:15]3[C:20]([F:21])=[CH:19][CH:18]=[CH:17][C:16]=3[F:22])[C:4]=2[N:5]=[C:6]([S:8][CH3:9])[N:7]=1.[CH3:23][C:24]1[CH:32]=[CH:31][C:27]([C:28]([OH:30])=[O:29])=[CH:26][C:25]=1B1OC(C)(C)C(C)(C)O1.C([O-])([O-])=O.[K+].[K+]. The catalyst is COCCOC.O.C1C=CC([P]([Pd]([P](C2C=CC=CC=2)(C2C=CC=CC=2)C2C=CC=CC=2)([P](C2C=CC=CC=2)(C2C=CC=CC=2)C2C=CC=CC=2)[P](C2C=CC=CC=2)(C2C=CC=CC=2)C2C=CC=CC=2)(C2C=CC=CC=2)C2C=CC=CC=2)=CC=1. The product is [F:22][C:16]1[CH:17]=[CH:18][CH:19]=[C:20]([F:21])[C:15]=1[N:10]1[C:4]2[N:5]=[C:6]([S:8][CH3:9])[N:7]=[C:2]([C:25]3[CH:26]=[C:27]([CH:31]=[CH:32][C:24]=3[CH3:23])[C:28]([OH:30])=[O:29])[C:3]=2[CH:13]=[CH:12][C:11]1=[O:14]. The yield is 0.980.